Dataset: Forward reaction prediction with 1.9M reactions from USPTO patents (1976-2016). Task: Predict the product of the given reaction. (1) Given the reactants [CH:1]([C:5]1[CH:15]=[CH:14][CH:13]=[CH:12][C:6]=1[O:7][CH2:8][C:9]([OH:11])=O)([CH2:3][CH3:4])[CH3:2].[CH:16]([NH:19][NH:20][C:21](=[O:28])[C:22]1[CH:27]=[CH:26][CH:25]=[CH:24][CH:23]=1)([CH3:18])[CH3:17].C(N(CC)CC)C.C1C=CC2N(O)N=NC=2C=1.CCN=C=NCCCN(C)C, predict the reaction product. The product is: [CH:1]([C:5]1[CH:15]=[CH:14][CH:13]=[CH:12][C:6]=1[O:7][CH2:8][C:9]([N:19]([CH:16]([CH3:18])[CH3:17])[NH:20][C:21](=[O:28])[C:22]1[CH:27]=[CH:26][CH:25]=[CH:24][CH:23]=1)=[O:11])([CH2:3][CH3:4])[CH3:2]. (2) Given the reactants [CH3:1][C:2]1[C:7]([Cl:8])=[CH:6][C:5]([C:9](=[O:12])[CH2:10][CH3:11])=[C:4]([OH:13])[CH:3]=1.CN(C1C=CC=CN=1)C.C(N(CC)CC)C.[F:30][C:31]([F:44])([F:43])[S:32](O[S:32]([C:31]([F:44])([F:43])[F:30])(=[O:34])=[O:33])(=[O:34])=[O:33], predict the reaction product. The product is: [F:30][C:31]([F:44])([F:43])[S:32]([O:13][C:4]1[CH:3]=[C:2]([CH3:1])[C:7]([Cl:8])=[CH:6][C:5]=1[C:9](=[O:12])[CH2:10][CH3:11])(=[O:34])=[O:33]. (3) The product is: [NH2:4][C:5]1[CH:10]=[CH:9][C:8]([C:11]2[C:12]3[NH:16][C:15]([C:17]([C:47]4[CH:48]=[N:49][CH:50]=[CH:51][CH:52]=4)=[C:18]4[N:46]=[C:21]([C:22]([C:40]5[CH:41]=[N:42][CH:43]=[CH:44][CH:45]=5)=[C:23]5[NH:39][C:26](=[C:27]([C:33]6[CH:34]=[N:35][CH:36]=[CH:37][CH:38]=6)[C:28]6[CH:29]=[CH:30][C:31]=2[N:32]=6)[CH:25]=[CH:24]5)[CH:20]=[CH:19]4)=[CH:14][CH:13]=3)=[CH:7][CH:6]=1. Given the reactants C([NH:4][C:5]1[CH:10]=[CH:9][C:8]([C:11]2[C:12]3[NH:16][C:15]([C:17]([C:47]4[CH:48]=[N:49][CH:50]=[CH:51][CH:52]=4)=[C:18]4[N:46]=[C:21]([C:22]([C:40]5[CH:41]=[N:42][CH:43]=[CH:44][CH:45]=5)=[C:23]5[NH:39][C:26](=[C:27]([C:33]6[CH:34]=[N:35][CH:36]=[CH:37][CH:38]=6)[C:28]6[CH:29]=[CH:30][C:31]=2[N:32]=6)[CH:25]=[CH:24]5)[CH:20]=[CH:19]4)=[CH:14][CH:13]=3)=[CH:7][CH:6]=1)(=O)C, predict the reaction product. (4) Given the reactants B(F)(F)F.CSC.[C:8]([C:11]1[CH:12]=[C:13]([C:17]2[CH:22]=[CH:21][C:20]([C:23]3[C:24]([C:31]4[CH:36]=[C:35]([CH3:37])[CH:34]=[C:33]([O:38]C)[CH:32]=4)=[N:25][N:26]([CH2:28][C:29]#[N:30])[CH:27]=3)=[CH:19][N:18]=2)[CH:14]=[CH:15][CH:16]=1)(=[O:10])[CH3:9], predict the reaction product. The product is: [C:8]([C:11]1[CH:12]=[C:13]([C:17]2[CH:22]=[CH:21][C:20]([C:23]3[C:24]([C:31]4[CH:36]=[C:35]([CH3:37])[CH:34]=[C:33]([OH:38])[CH:32]=4)=[N:25][N:26]([CH2:28][C:29]#[N:30])[CH:27]=3)=[CH:19][N:18]=2)[CH:14]=[CH:15][CH:16]=1)(=[O:10])[CH3:9]. (5) Given the reactants [Cl:1][C:2]1[C:3]([NH2:8])=[N:4][CH:5]=[CH:6][N:7]=1.Cl[CH:10]([C:15](=O)[CH2:16][CH3:17])[C:11]([O:13][CH3:14])=[O:12], predict the reaction product. The product is: [CH3:14][O:13][C:11]([C:10]1[N:4]2[CH:5]=[CH:6][N:7]=[C:2]([Cl:1])[C:3]2=[N:8][C:15]=1[CH2:16][CH3:17])=[O:12]. (6) Given the reactants [NH2:1][C:2]1[N:6]([CH2:7][CH2:8][CH2:9][CH3:10])[N:5]=[C:4]([CH3:11])[C:3]=1[C:12]#[N:13].[F:14][C:15]1[CH:23]=[CH:22][CH:21]=[CH:20][C:16]=1[C:17](Cl)=[O:18], predict the reaction product. The product is: [CH2:7]([N:6]1[C:2]([NH:1][C:17](=[O:18])[C:16]2[CH:20]=[CH:21][CH:22]=[CH:23][C:15]=2[F:14])=[C:3]([C:12]#[N:13])[C:4]([CH3:11])=[N:5]1)[CH2:8][CH2:9][CH3:10]. (7) Given the reactants [O:1]=[C:2]1[N:7]([C:8]2[CH:13]=[CH:12][CH:11]=[CH:10][CH:9]=2)[C:6]2[S:14][C:15]([C:23](O)=[O:24])=[C:16]([C:17]3[CH:22]=[CH:21][CH:20]=[CH:19][CH:18]=3)[C:5]=2[CH:4]=[CH:3]1.C(Cl)CCl.C1C=CC2N(O)N=NC=2C=1.[CH3:40][N:41]1[CH2:46][CH2:45][NH:44][CH2:43][CH2:42]1, predict the reaction product. The product is: [CH3:40][N:41]1[CH2:46][CH2:45][N:44]([C:23]([C:15]2[S:14][C:6]3[N:7]([C:8]4[CH:13]=[CH:12][CH:11]=[CH:10][CH:9]=4)[C:2](=[O:1])[CH:3]=[CH:4][C:5]=3[C:16]=2[C:17]2[CH:22]=[CH:21][CH:20]=[CH:19][CH:18]=2)=[O:24])[CH2:43][CH2:42]1. (8) The product is: [Cl:1][C:2]1[CH:3]=[CH:4][C:5]([NH:8][C:9](=[O:14])[C:10]([CH3:11])([CH3:13])[CH3:12])=[C:6]([C:30](=[O:31])[C:29]2[CH:38]=[CH:39][CH:40]=[C:41]([C:42]([F:44])([F:45])[F:43])[C:28]=2[O:27][CH3:26])[CH:7]=1. Given the reactants [Cl:1][C:2]1[CH:7]=[CH:6][C:5]([NH:8][C:9](=[O:14])[C:10]([CH3:13])([CH3:12])[CH3:11])=[CH:4][CH:3]=1.CCCCCC.C([Li])CCC.[CH3:26][O:27][C:28]1[C:41]([C:42]([F:45])([F:44])[F:43])=[CH:40][CH:39]=[CH:38][C:29]=1[C:30](N1CCOCC1)=[O:31].[Cl-].[NH4+], predict the reaction product. (9) Given the reactants BrC1N=CC(C(N2CCN(C3C(C)=CC(C)=CN=3)CC2)=O)=CC=1.COC1C=CC(CN2C(=O)CNC2=O)=CC=1.[CH3:40][C:41]1[C:42]([N:48]2[CH2:53][CH2:52][N:51]([C:54]([C:56]3[CH:57]=[CH:58][C:59]([N:62]4[CH2:66][C:65](=[O:67])[N:64](CC5C=CC(OC)=CC=5)[C:63]4=[O:77])=[N:60][CH:61]=3)=[O:55])[CH2:50][CH2:49]2)=[N:43][CH:44]=[C:45]([CH3:47])[CH:46]=1, predict the reaction product. The product is: [CH3:40][C:41]1[C:42]([N:48]2[CH2:49][CH2:50][N:51]([C:54]([C:56]3[CH:57]=[CH:58][C:59]([N:62]4[CH2:66][C:65](=[O:67])[NH:64][C:63]4=[O:77])=[N:60][CH:61]=3)=[O:55])[CH2:52][CH2:53]2)=[N:43][CH:44]=[C:45]([CH3:47])[CH:46]=1.